This data is from Full USPTO retrosynthesis dataset with 1.9M reactions from patents (1976-2016). The task is: Predict the reactants needed to synthesize the given product. (1) Given the product [F:14][CH:2]([F:1])[C:3]([C:5]1[CH:10]=[CH:9][C:8]([OH:11])=[CH:7][C:6]=1[F:13])=[O:4], predict the reactants needed to synthesize it. The reactants are: [F:1][CH:2]([F:14])[C:3]([C:5]1[CH:10]=[CH:9][C:8]([O:11]C)=[CH:7][C:6]=1[F:13])=[O:4].B(Br)(Br)Br. (2) Given the product [CH3:1][O:2][C:3]([C:5]1[C:14]2[O:13][CH:12]=[C:11]([Br:16])[O:10][C:9]=2[CH:8]=[CH:7][CH:6]=1)=[O:4], predict the reactants needed to synthesize it. The reactants are: [CH3:1][O:2][C:3]([C:5]1[C:14]2[O:13][CH:12](Br)[CH:11]([Br:16])[O:10][C:9]=2[CH:8]=[CH:7][CH:6]=1)=[O:4].C[O-].[Na+]. (3) Given the product [C:1]([C:5]1[CH:10]=[CH:9][CH:8]=[CH:7][C:6]=1[N:11]=[C:12]([C:14]1[CH:19]=[CH:18][CH:17]=[C:16]([C:20](=[N:27][C:26]2[CH:28]=[C:29]([CH3:31])[CH:30]=[C:24]([CH3:23])[CH:25]=2)[CH3:21])[N:15]=1)[CH3:13])([CH3:4])([CH3:3])[CH3:2], predict the reactants needed to synthesize it. The reactants are: [C:1]([C:5]1[CH:10]=[CH:9][CH:8]=[CH:7][C:6]=1[N:11]=[C:12]([C:14]1[CH:19]=[CH:18][CH:17]=[C:16]([C:20](=O)[CH3:21])[N:15]=1)[CH3:13])([CH3:4])([CH3:3])[CH3:2].[CH3:23][C:24]1[CH:25]=[C:26]([CH:28]=[C:29]([CH3:31])[CH:30]=1)[NH2:27]. (4) The reactants are: [F:1][CH:2]([CH2:14]OS(C1C=CC(C)=CC=1)(=O)=O)[CH2:3][CH2:4][N:5]1[CH:9]=[C:8]([C:10]([O:12][CH3:13])=[O:11])[N:7]=[N:6]1.[N-:26]=[N+:27]=[N-:28].[Na+].[C:30]([O:34][C:35]([CH3:38])([CH3:37])[CH3:36])(=[O:33])[C:31]#[CH:32].O=C1O[C@H]([C@H](CO)O)C(O)=C1O. Given the product [F:1][CH:2]([CH2:3][CH2:4][N:5]1[CH:9]=[C:8]([C:10]([O:12][CH3:13])=[O:11])[N:7]=[N:6]1)[CH2:14][N:26]1[CH:32]=[C:31]([C:30]([O:34][C:35]([CH3:38])([CH3:37])[CH3:36])=[O:33])[N:28]=[N:27]1, predict the reactants needed to synthesize it. (5) Given the product [C:1]([N:4]1[C:13]2[C:8](=[CH:9][C:10]([C:14]([NH2:31])=[O:15])=[CH:11][CH:12]=2)[C@H:7]([NH:17][C:18]2[CH:23]=[CH:22][C:21]([N:24]3[CH2:29][CH2:28][O:27][CH2:26][CH2:25]3)=[CH:20][CH:19]=2)[CH2:6][C@@H:5]1[CH3:30])(=[O:3])[CH3:2], predict the reactants needed to synthesize it. The reactants are: [C:1]([N:4]1[C:13]2[C:8](=[CH:9][C:10]([C:14](O)=[O:15])=[CH:11][CH:12]=2)[C@H:7]([NH:17][C:18]2[CH:23]=[CH:22][C:21]([N:24]3[CH2:29][CH2:28][O:27][CH2:26][CH2:25]3)=[CH:20][CH:19]=2)[CH2:6][C@@H:5]1[CH3:30])(=[O:3])[CH3:2].[NH3:31].